From a dataset of Catalyst prediction with 721,799 reactions and 888 catalyst types from USPTO. Predict which catalyst facilitates the given reaction. (1) Reactant: [CH3:1][O:2][C:3]1[CH:4]=[C:5]([C:15]2[N:19]3[CH2:20][CH2:21][CH2:22][C:23]([CH3:29])([C:24]([O:26]CC)=[O:25])[C:18]3=[N:17][N:16]=2)[CH:6]=[CH:7][C:8]=1[C:9]1[O:13][C:12]([CH3:14])=[N:11][CH:10]=1.[OH-].[Na+].Cl. Product: [CH3:1][O:2][C:3]1[CH:4]=[C:5]([C:15]2[N:19]3[CH2:20][CH2:21][CH2:22][C:23]([CH3:29])([C:24]([OH:26])=[O:25])[C:18]3=[N:17][N:16]=2)[CH:6]=[CH:7][C:8]=1[C:9]1[O:13][C:12]([CH3:14])=[N:11][CH:10]=1. The catalyst class is: 1. (2) Reactant: [NH2:1][CH2:2][CH2:3][O:4][C:5]1[C:10]([CH3:11])=[CH:9][C:8]([C:12]2[NH:13][C:14](=[O:26])[C:15]3[C:21]([O:22][CH3:23])=[CH:20][C:19]([O:24][CH3:25])=[N:18][C:16]=3[N:17]=2)=[CH:7][C:6]=1[CH3:27].[C:28](Cl)(=[O:30])[CH3:29]. Product: [CH3:23][O:22][C:21]1[C:15]2[C:14](=[O:26])[NH:13][C:12]([C:8]3[CH:9]=[C:10]([CH3:11])[C:5]([O:4][CH2:3][CH2:2][NH:1][C:28](=[O:30])[CH3:29])=[C:6]([CH3:27])[CH:7]=3)=[N:17][C:16]=2[N:18]=[C:19]([O:24][CH3:25])[CH:20]=1. The catalyst class is: 529.